Predict the product of the given reaction. From a dataset of Forward reaction prediction with 1.9M reactions from USPTO patents (1976-2016). Given the reactants C([O:4][C:5]1[CH:10]=[CH:9][C:8]([NH:11][C:12](=O)[CH3:13])=[C:7]([NH:15][CH2:16][C:17]2[CH:22]=[CH:21][C:20]([O:23][CH2:24][CH2:25][CH2:26][CH2:27][CH3:28])=[CH:19][C:18]=2[Cl:29])[CH:6]=1)(=O)C.S(=O)(=O)(O)O, predict the reaction product. The product is: [Cl:29][C:18]1[CH:19]=[C:20]([O:23][CH2:24][CH2:25][CH2:26][CH2:27][CH3:28])[CH:21]=[CH:22][C:17]=1[CH2:16][N:15]1[C:7]2[CH:6]=[C:5]([OH:4])[CH:10]=[CH:9][C:8]=2[N:11]=[C:12]1[CH3:13].